The task is: Predict the product of the given reaction.. This data is from Forward reaction prediction with 1.9M reactions from USPTO patents (1976-2016). (1) Given the reactants [C:1]1([C:7](=[CH2:21])[C:8]([C:10]2[CH:11]=[CH:12][C:13]3[O:18][CH2:17][C:16](=[O:19])[NH:15][C:14]=3[CH:20]=2)=[O:9])[CH:6]=[CH:5][CH:4]=[CH:3][CH:2]=1, predict the reaction product. The product is: [C:1]1([CH:7]([CH3:21])[C:8]([C:10]2[CH:11]=[CH:12][C:13]3[O:18][CH2:17][C:16](=[O:19])[NH:15][C:14]=3[CH:20]=2)=[O:9])[CH:2]=[CH:3][CH:4]=[CH:5][CH:6]=1. (2) The product is: [OH:9][C:10]1[CH:18]=[CH:17][CH:16]=[C:15]2[C:11]=1[C:12]([CH3:21])([CH3:20])[C:13](=[O:19])[NH:14]2. Given the reactants Cl.N1C=CC=CC=1.C[O:9][C:10]1[CH:18]=[CH:17][CH:16]=[C:15]2[C:11]=1[C:12]([CH3:21])([CH3:20])[C:13](=[O:19])[NH:14]2, predict the reaction product. (3) Given the reactants [CH2:1]([C:4]1[CH:9]=[CH:8][CH:7]=[C:6]([CH2:10][CH:11]=[CH2:12])[C:5]=1[OH:13])[CH:2]=[CH2:3].[C:14]1(O)C=CC=CC=1.IC, predict the reaction product. The product is: [CH2:10]([C:6]1[CH:7]=[CH:8][CH:9]=[C:4]([CH2:1][CH:2]=[CH2:3])[C:5]=1[O:13][CH3:14])[CH:11]=[CH2:12]. (4) Given the reactants [SH:1][C:2]1[CH:15]=[CH:14][CH:13]=[CH:12][C:3]=1[C:4]([NH:6][C:7](=[O:11])[CH2:8][CH2:9][NH2:10])=[O:5].[C:16]([N:20]=[C:21]=[O:22])([CH3:19])([CH3:18])[CH3:17], predict the reaction product. The product is: [C:16]([NH:20][C:21]([S:1][C:2]1[CH:15]=[CH:14][CH:13]=[CH:12][C:3]=1[C:4]([NH:6][C:7](=[O:11])[CH2:8][CH2:9][NH2:10])=[O:5])=[O:22])([CH3:19])([CH3:18])[CH3:17].